This data is from Peptide-MHC class I binding affinity with 185,985 pairs from IEDB/IMGT. The task is: Regression. Given a peptide amino acid sequence and an MHC pseudo amino acid sequence, predict their binding affinity value. This is MHC class I binding data. (1) The peptide sequence is KLPQLCTEL. The MHC is HLA-A02:01 with pseudo-sequence HLA-A02:01. The binding affinity (normalized) is 0.360. (2) The peptide sequence is ELPIVTPAL. The MHC is HLA-B27:05 with pseudo-sequence HLA-B27:05. The binding affinity (normalized) is 0.0847. (3) The peptide sequence is DDIDEEDD. The MHC is HLA-B27:05 with pseudo-sequence HLA-B27:05. The binding affinity (normalized) is 0. (4) The peptide sequence is KYYLAYTSY. The MHC is HLA-B08:01 with pseudo-sequence HLA-B08:01. The binding affinity (normalized) is 0.0847.